Task: Predict which catalyst facilitates the given reaction.. Dataset: Catalyst prediction with 721,799 reactions and 888 catalyst types from USPTO (1) Reactant: [Br:1][C:2]1[CH:3]=[N:4][CH:5]=[C:6]([Br:9])[C:7]=1Cl.[NH:10]([CH2:13][CH3:14])[CH2:11][CH3:12].C(N(CC)C=O)C. Product: [Br:1][C:2]1[CH:3]=[N:4][CH:5]=[C:6]([Br:9])[C:7]=1[N:10]([CH2:13][CH3:14])[CH2:11][CH3:12]. The catalyst class is: 25. (2) Reactant: [F:1][C:2]1[CH:7]=[CH:6][C:5]([C:8]2[S:9][C:10]([CH:13]([OH:15])[CH3:14])=[CH:11][N:12]=2)=[CH:4][CH:3]=1.CC(OI1(OC(C)=O)(OC(C)=O)OC(=O)C2C=CC=CC1=2)=O. Product: [F:1][C:2]1[CH:3]=[CH:4][C:5]([C:8]2[S:9][C:10]([C:13](=[O:15])[CH3:14])=[CH:11][N:12]=2)=[CH:6][CH:7]=1. The catalyst class is: 4. (3) Reactant: [Br-].[F:2][C:3]1[CH:28]=[CH:27][C:6]([CH2:7][P+](C2C=CC=CC=2)(C2C=CC=CC=2)C2C=CC=CC=2)=[CH:5][C:4]=1[O:29][CH3:30].[CH2:31]=O. Product: [F:2][C:3]1[CH:28]=[CH:27][C:6]([CH:7]=[CH2:31])=[CH:5][C:4]=1[O:29][CH3:30]. The catalyst class is: 74. (4) Reactant: [CH3:1][S:2]([CH2:5][CH2:6][CH2:7][CH2:8][N:9]1C(=O)C2C(=CC=CC=2)C1=O)(=[O:4])=[O:3].NN. Product: [CH3:1][S:2]([CH2:5][CH2:6][CH2:7][CH2:8][NH2:9])(=[O:4])=[O:3]. The catalyst class is: 14. (5) Reactant: O[CH2:2][C:3]([C:5]1[CH:10]=[CH:9][CH:8]=[CH:7][CH:6]=1)=[O:4].[CH3:11][N:12]([CH3:21])[C:13]1[CH:20]=[CH:19][C:16]([CH:17]=O)=[CH:15][CH:14]=1.Cl.C([OH:25])C. Product: [CH3:21][N:12]([CH3:11])[C:13]1[CH:20]=[CH:19][C:16](/[CH:17]=[CH:2]/[C:3]([C:5]2[CH:6]=[CH:7][CH:8]=[CH:9][C:10]=2[OH:25])=[O:4])=[CH:15][CH:14]=1. The catalyst class is: 74.